Dataset: Forward reaction prediction with 1.9M reactions from USPTO patents (1976-2016). Task: Predict the product of the given reaction. Given the reactants [OH:1][S:2]([OH:5])(=[O:4])=[O:3].C(O)(=O)C.[CH3:10][O:11][C:12]([C@@H:14]([N:22]1[CH2:30][C:26]2[CH:27]=[CH:28][S:29][C:25]=2[CH2:24][CH2:23]1)[C:15]1[CH:16]=[CH:17][CH:18]=[CH:19][C:20]=1[Cl:21])=[O:13], predict the reaction product. The product is: [CH3:10][O:11][C:12]([C@@H:14]([N:22]1[CH2:30][C:26]2[CH:27]=[CH:28][S:29][C:25]=2[CH2:24][CH2:23]1)[C:15]1[C:20]([Cl:21])=[CH:19][CH:18]=[CH:17][CH:16]=1)=[O:13].[OH:4][S:2]([OH:5])(=[O:3])=[O:1].